Dataset: hERG potassium channel inhibition data for cardiac toxicity prediction from Karim et al.. Task: Regression/Classification. Given a drug SMILES string, predict its toxicity properties. Task type varies by dataset: regression for continuous values (e.g., LD50, hERG inhibition percentage) or binary classification for toxic/non-toxic outcomes (e.g., AMES mutagenicity, cardiotoxicity, hepatotoxicity). Dataset: herg_karim. (1) The molecule is CC(C)(C(=O)O)c1ccc(CN2CCC(COC(=O)c3c4n(c5ccccc35)CCCO4)CC2)cc1. The result is 0 (non-blocker). (2) The compound is Cc1ccc2c(-c3nnc(SCCCN4C[C@H]5C[C@@]5(c5ccc(C(C)(C)C)cc5)C4)n3C)cccc2n1. The result is 1 (blocker).